This data is from Peptide-MHC class I binding affinity with 185,985 pairs from IEDB/IMGT. The task is: Regression. Given a peptide amino acid sequence and an MHC pseudo amino acid sequence, predict their binding affinity value. This is MHC class I binding data. The MHC is HLA-B54:01 with pseudo-sequence HLA-B54:01. The peptide sequence is STLNFNNLR. The binding affinity (normalized) is 0.119.